This data is from Peptide-MHC class I binding affinity with 185,985 pairs from IEDB/IMGT. The task is: Regression. Given a peptide amino acid sequence and an MHC pseudo amino acid sequence, predict their binding affinity value. This is MHC class I binding data. (1) The peptide sequence is RKAKIIRDY. The MHC is HLA-B44:03 with pseudo-sequence HLA-B44:03. The binding affinity (normalized) is 0. (2) The peptide sequence is EEQTDPKTL. The MHC is HLA-B44:02 with pseudo-sequence HLA-B44:02. The binding affinity (normalized) is 0.0847.